Dataset: NCI-60 drug combinations with 297,098 pairs across 59 cell lines. Task: Regression. Given two drug SMILES strings and cell line genomic features, predict the synergy score measuring deviation from expected non-interaction effect. (1) Drug 1: CC1=C(C=C(C=C1)NC2=NC=CC(=N2)N(C)C3=CC4=NN(C(=C4C=C3)C)C)S(=O)(=O)N.Cl. Drug 2: CC1=C(C=C(C=C1)NC(=O)C2=CC=C(C=C2)CN3CCN(CC3)C)NC4=NC=CC(=N4)C5=CN=CC=C5. Cell line: U251. Synergy scores: CSS=16.3, Synergy_ZIP=-0.728, Synergy_Bliss=1.71, Synergy_Loewe=1.97, Synergy_HSA=3.29. (2) Drug 1: CN(C)N=NC1=C(NC=N1)C(=O)N. Drug 2: CC(C1=C(C=CC(=C1Cl)F)Cl)OC2=C(N=CC(=C2)C3=CN(N=C3)C4CCNCC4)N. Cell line: UACC-257. Synergy scores: CSS=-6.51, Synergy_ZIP=2.89, Synergy_Bliss=-2.65, Synergy_Loewe=-9.63, Synergy_HSA=-8.45. (3) Drug 1: CC(C)CN1C=NC2=C1C3=CC=CC=C3N=C2N. Drug 2: N.N.Cl[Pt+2]Cl. Cell line: SW-620. Synergy scores: CSS=17.5, Synergy_ZIP=1.37, Synergy_Bliss=-3.43, Synergy_Loewe=-1.19, Synergy_HSA=-3.01.